Dataset: Reaction yield outcomes from USPTO patents with 853,638 reactions. Task: Predict the reaction yield, written as a fraction of the theoretical maximum amount of product (1.0 means a 100% yield; for example, 0.34 means a 34% yield). The reactants are [SH:1][CH2:2][C:3]([O:5][CH3:6])=[O:4].[C:7]1([C:13]([C:21]2[CH:26]=[CH:25][CH:24]=[CH:23][CH:22]=2)([C:15]2[CH:20]=[CH:19][CH:18]=[CH:17][CH:16]=2)O)[CH:12]=[CH:11][CH:10]=[CH:9][CH:8]=1.FC(F)(F)C(O)=O. The catalyst is C(Cl)(Cl)Cl. The product is [CH3:6][O:5][C:3](=[O:4])[CH2:2][S:1][C:13]([C:7]1[CH:12]=[CH:11][CH:10]=[CH:9][CH:8]=1)([C:21]1[CH:22]=[CH:23][CH:24]=[CH:25][CH:26]=1)[C:15]1[CH:16]=[CH:17][CH:18]=[CH:19][CH:20]=1. The yield is 0.910.